This data is from Forward reaction prediction with 1.9M reactions from USPTO patents (1976-2016). The task is: Predict the product of the given reaction. (1) Given the reactants C(O[BH-](OC(=O)C)OC(=O)C)(=O)C.[Na+].[C:15]([O:19][C:20](=[O:27])[NH:21][C:22]([CH3:26])([CH3:25])[CH:23]=O)([CH3:18])([CH3:17])[CH3:16].[CH3:28][C:29]1[CH:35]=[CH:34][CH:33]=[CH:32][C:30]=1[NH2:31].C(O)(=O)C.C(=O)(O)[O-].[Na+], predict the reaction product. The product is: [C:15]([O:19][C:20](=[O:27])[NH:21][C:22]([CH3:26])([CH3:25])[CH2:23][NH:31][C:30]1[CH:32]=[CH:33][CH:34]=[CH:35][C:29]=1[CH3:28])([CH3:18])([CH3:17])[CH3:16]. (2) Given the reactants [Cl:1][CH2:2][CH2:3][CH2:4][S:5]([O:8][CH2:9][C:10]([CH3:25])([CH3:24])[C@@H:11]([O:14][CH2:15][C:16]1[CH:21]=[CH:20][C:19]([O:22][CH3:23])=[CH:18][CH:17]=1)[CH:12]=C)(=[O:7])=[O:6].O=O.[O:28]=[O+][O-].CSC, predict the reaction product. The product is: [Cl:1][CH2:2][CH2:3][CH2:4][S:5]([O:8][CH2:9][C:10]([CH3:24])([CH3:25])[C@@H:11]([O:14][CH2:15][C:16]1[CH:17]=[CH:18][C:19]([O:22][CH3:23])=[CH:20][CH:21]=1)[CH:12]=[O:28])(=[O:6])=[O:7].